The task is: Regression/Classification. Given a drug SMILES string, predict its absorption, distribution, metabolism, or excretion properties. Task type varies by dataset: regression for continuous measurements (e.g., permeability, clearance, half-life) or binary classification for categorical outcomes (e.g., BBB penetration, CYP inhibition). Dataset: cyp1a2_veith.. This data is from CYP1A2 inhibition data for predicting drug metabolism from PubChem BioAssay. (1) The result is 0 (non-inhibitor). The molecule is COc1ccccc1CN1CCCC2(CCN(S(C)(=O)=O)CC2)C1. (2) The molecule is Cc1noc2ncnc(Oc3ccc4ccccc4c3)c12. The result is 1 (inhibitor). (3) The molecule is Cc1cc(C)n(C(=O)c2cc3ccccc3c(=O)o2)n1. The result is 1 (inhibitor).